From a dataset of Forward reaction prediction with 1.9M reactions from USPTO patents (1976-2016). Predict the product of the given reaction. Given the reactants O[C:2]1([C:15]2[NH:16][CH:17]=[CH:18][N:19]=2)[CH2:7][CH2:6][N:5]([C:8]([O:10][C:11]([CH3:14])([CH3:13])[CH3:12])=[O:9])[CH2:4][CH2:3]1.C(NC(C)C)(C)C.CS(Cl)(=O)=O, predict the reaction product. The product is: [NH:16]1[CH:17]=[CH:18][N:19]=[C:15]1[C:2]1[CH2:7][CH2:6][N:5]([C:8]([O:10][C:11]([CH3:14])([CH3:13])[CH3:12])=[O:9])[CH2:4][CH:3]=1.